The task is: Predict which catalyst facilitates the given reaction.. This data is from Catalyst prediction with 721,799 reactions and 888 catalyst types from USPTO. (1) Reactant: O[CH2:2][C:3]1[CH:8]=[C:7]([CH3:9])[CH:6]=[CH:5][C:4]=1[N:10]([CH3:15])[S:11]([CH3:14])(=[O:13])=[O:12].C(Cl)(Cl)[Cl:17].S(Cl)(Cl)=O. Product: [Cl:17][CH2:2][C:3]1[CH:8]=[C:7]([CH3:9])[CH:6]=[CH:5][C:4]=1[N:10]([CH3:15])[S:11]([CH3:14])(=[O:13])=[O:12]. The catalyst class is: 175. (2) Product: [CH2:25]([C@H:20]1[C@H:19]([OH:23])[C@H:18]([CH3:24])[N:17]([C:15]2[CH:14]=[CH:13][C:10]([C:11]#[N:12])=[C:9]([Cl:8])[CH:16]=2)[C:21]1=[O:22])[C:26]1[CH:31]=[CH:30][CH:29]=[CH:28][CH:27]=1. The catalyst class is: 20. Reactant: C(NC(C)C)(C)C.[Cl:8][C:9]1[CH:16]=[C:15]([N:17]2[C:21](=[O:22])[CH2:20][C@H:19]([OH:23])[C@@H:18]2[CH3:24])[CH:14]=[CH:13][C:10]=1[C:11]#[N:12].[CH2:25](Br)[C:26]1[CH:31]=[CH:30][CH:29]=[CH:28][CH:27]=1.C(O)(=O)C. (3) Product: [CH2:1]([N:8]1[C:16]2[CH:15]=[CH:14][C:13]([Br:18])=[C:12]([NH2:17])[C:11]=2[CH:10]=[N:9]1)[C:2]1[CH:3]=[CH:4][CH:5]=[CH:6][CH:7]=1. Reactant: [CH2:1]([N:8]1[C:16]2[CH:15]=[CH:14][CH:13]=[C:12]([NH2:17])[C:11]=2[CH:10]=[N:9]1)[C:2]1[CH:7]=[CH:6][CH:5]=[CH:4][CH:3]=1.[Br:18]N1C(=O)CCC1=O. The catalyst class is: 18. (4) Reactant: O[O:2][S:3]([O-:5])=O.[K+].C(N1[CH2:44][CH2:43][C:13]2([N:17]([C:18]3[CH:23]=[CH:22][C:21]([CH3:24])=[CH:20][CH:19]=3)[C:16](=[O:25])[N:15]([CH2:26][C:27]([NH:29][C:30]3[C:35]([CH:36]([CH3:38])[CH3:37])=[CH:34][CH:33]=[CH:32][C:31]=3[CH:39]([CH3:41])[CH3:40])=[O:28])[C:14]2=[O:42])[CH2:12][CH2:11]1)(=O)C.ClCCl. Product: [CH:39]([C:31]1[CH:32]=[CH:33][CH:34]=[C:35]([CH:36]([CH3:38])[CH3:37])[C:30]=1[NH:29][C:27](=[O:28])[CH2:26][N:15]1[C:14](=[O:42])[C:13]2([CH2:43][CH2:44][S:3](=[O:5])(=[O:2])[CH2:11][CH2:12]2)[N:17]([C:18]2[CH:23]=[CH:22][C:21]([CH3:24])=[CH:20][CH:19]=2)[C:16]1=[O:25])([CH3:41])[CH3:40]. The catalyst class is: 24. (5) Reactant: [C:1]([NH:9][C:10]1[CH:15]=[CH:14][NH:13][C:12](=[O:16])[N:11]=1)(=[O:8])[C:2]1[CH:7]=[CH:6][CH:5]=[CH:4][CH:3]=1.S([O-])([O-])(=O)=O.[NH4+].[NH4+].[CH3:24][C:25]1[CH:68]=[CH:67][C:28]([C:29]([O:31][C@H:32]2[C:36]([Cl:38])([Cl:37])[CH:35](OP(OC3C=CC=CC=3)(OC3C=CC=CC=3)=O)[O:34][C@@H:33]2[CH2:56][O:57][C:58](=[O:66])[C:59]2[CH:64]=[CH:63][C:62]([CH3:65])=[CH:61][CH:60]=2)=[O:30])=[CH:27][CH:26]=1.[Sn](Cl)(Cl)(Cl)Cl.[Cl-].[NH4+]. Product: [CH3:24][C:25]1[CH:26]=[CH:27][C:28]([C:29]([O:31][C@H:32]2[C:36]([Cl:38])([Cl:37])[C@H:35]([N:13]3[CH:14]=[CH:15][C:10]([NH:9][C:1](=[O:8])[C:2]4[CH:7]=[CH:6][CH:5]=[CH:4][CH:3]=4)=[N:11][C:12]3=[O:16])[O:34][C@@H:33]2[CH2:56][O:57][C:58](=[O:66])[C:59]2[CH:60]=[CH:61][C:62]([CH3:65])=[CH:63][CH:64]=2)=[O:30])=[CH:67][CH:68]=1. The catalyst class is: 159. (6) Reactant: C([N:4]1[C:12]2[C:7](=[CH:8][CH:9]=[CH:10][CH:11]=2)[C:6]([CH:13]2[C:18](=[O:19])[CH2:17][C:16]([CH3:21])([CH3:20])[CH2:15][C:14]2=[O:22])=[CH:5]1)(=O)C.CO.[OH-].[Na+].C. Product: [NH:4]1[C:12]2[C:7](=[CH:8][CH:9]=[CH:10][CH:11]=2)[C:6]([CH:13]2[C:18](=[O:19])[CH2:17][C:16]([CH3:20])([CH3:21])[CH2:15][C:14]2=[O:22])=[CH:5]1. The catalyst class is: 6.